Predict the product of the given reaction. From a dataset of Forward reaction prediction with 1.9M reactions from USPTO patents (1976-2016). The product is: [CH3:21][C:22]1[CH:27]=[CH:26][C:25]([C:2]2[CH:20]=[CH:19][C:5]([CH2:6][N:7]3[CH2:12][CH2:11][O:10][CH:9]([C:13]4[CH:18]=[CH:17][CH:16]=[CH:15][CH:14]=4)[CH2:8]3)=[CH:4][CH:3]=2)=[CH:24][CH:23]=1. Given the reactants Br[C:2]1[CH:20]=[CH:19][C:5]([CH2:6][N:7]2[CH2:12][CH2:11][O:10][CH:9]([C:13]3[CH:18]=[CH:17][CH:16]=[CH:15][CH:14]=3)[CH2:8]2)=[CH:4][CH:3]=1.[CH3:21][C:22]1[CH:27]=[CH:26][C:25](B(O)O)=[CH:24][CH:23]=1.C(=O)([O-])[O-].[Na+].[Na+].C1(C)C=CC=CC=1, predict the reaction product.